From a dataset of Forward reaction prediction with 1.9M reactions from USPTO patents (1976-2016). Predict the product of the given reaction. (1) Given the reactants C(OC(=O)[NH:7][CH2:8][CH2:9][CH2:10][CH2:11][NH:12][C:13](=[O:39])[CH2:14][C@@H:15]1[N:21]=[C:20]([C:22]2[CH:27]=[CH:26][C:25]([Cl:28])=[CH:24][CH:23]=2)[C:19]2[CH:29]=[C:30]([O:33][CH3:34])[CH:31]=[CH:32][C:18]=2[N:17]2[C:35]([CH3:38])=[N:36][N:37]=[C:16]12)(C)(C)C.C(O)(C(F)(F)F)=O, predict the reaction product. The product is: [NH2:7][CH2:8][CH2:9][CH2:10][CH2:11][NH:12][C:13](=[O:39])[CH2:14][C@@H:15]1[N:21]=[C:20]([C:22]2[CH:23]=[CH:24][C:25]([Cl:28])=[CH:26][CH:27]=2)[C:19]2[CH:29]=[C:30]([O:33][CH3:34])[CH:31]=[CH:32][C:18]=2[N:17]2[C:35]([CH3:38])=[N:36][N:37]=[C:16]12. (2) Given the reactants Br[C:2]1[CH:3]=[C:4]2[C:8](=[CH:9][C:10]=1[Cl:11])[NH:7][C:6]([CH2:12][C:13]1[CH:14]=[CH:15][C:16]([CH3:23])=[C:17]([CH:22]=1)[C:18]([O:20]C)=[O:19])=[CH:5]2.[Li+].[OH-].CC1(C)C(C)(C)OB([C:34]2[CH:39]=[CH:38][C:37]([C:40]3[O:41][CH:42]=[CH:43][N:44]=3)=[CH:36][CH:35]=2)O1, predict the reaction product. The product is: [Cl:11][C:10]1[CH:9]=[C:8]2[C:4]([CH:5]=[C:6]([CH2:12][C:13]3[CH:14]=[CH:15][C:16]([CH3:23])=[C:17]([CH:22]=3)[C:18]([OH:20])=[O:19])[NH:7]2)=[CH:3][C:2]=1[C:34]1[CH:35]=[CH:36][C:37]([C:40]2[O:41][CH:42]=[CH:43][N:44]=2)=[CH:38][CH:39]=1. (3) Given the reactants [F:1][C:2]1[C:9]([O:10][CH3:11])=[CH:8][CH:7]=[C:6]([F:12])[C:3]=1[C:4]#[N:5].Cl.[NH2:14][OH:15].[OH-].[Na+], predict the reaction product. The product is: [F:1][C:2]1[C:9]([O:10][CH3:11])=[CH:8][CH:7]=[C:6]([F:12])[C:3]=1[C:4]([NH:14][OH:15])=[NH:5]. (4) Given the reactants Br[C:2]1[CH:3]=[CH:4][CH:5]=[C:6]2[C:10]=1[N:9]([CH3:11])[CH:8]=[CH:7]2.[NH2:12][C:13]1[CH:27]=[CH:26][C:16]([C:17]([C:19]2[CH:24]=[CH:23][CH:22]=[CH:21][C:20]=2[CH3:25])=[O:18])=[C:15]([Cl:28])[CH:14]=1.C(O[Na])(C)(C)C, predict the reaction product. The product is: [Cl:28][C:15]1[CH:14]=[C:13]([NH:12][C:2]2[CH:3]=[CH:4][CH:5]=[C:6]3[C:10]=2[N:9]([CH3:11])[CH:8]=[CH:7]3)[CH:27]=[CH:26][C:16]=1[C:17]([C:19]1[CH:24]=[CH:23][CH:22]=[CH:21][C:20]=1[CH3:25])=[O:18]. (5) Given the reactants P([O-])(O)(O)=O.SCC(C(CS)O)O.Cl[C:15]1[N:19]2[N:20]=[C:21]([C:24]3[CH:29]=[CH:28][C:27]([F:30])=[CH:26][CH:25]=3)[CH:22]=[CH:23][C:18]2=[N:17][N:16]=1.CC([C:35]1[C:40]2[N:41]=[C:42]([N:44]([CH2:48][CH2:49][N:50]3[CH2:55][CH2:54][O:53][CH2:52][CH2:51]3)C(=O)[O-])[S:43][C:39]=2[CH:38]=[C:37]([S:56]C#N)[CH:36]=1)(C)C, predict the reaction product. The product is: [F:30][C:27]1[CH:28]=[CH:29][C:24]([C:21]2[CH:22]=[CH:23][C:18]3[N:19]([C:15]([S:56][C:37]4[CH:36]=[CH:35][C:40]5[N:41]=[C:42]([NH:44][CH2:48][CH2:49][N:50]6[CH2:55][CH2:54][O:53][CH2:52][CH2:51]6)[S:43][C:39]=5[CH:38]=4)=[N:16][N:17]=3)[N:20]=2)=[CH:25][CH:26]=1. (6) Given the reactants [CH3:1][O:2][C:3]1[C:8]2[NH:9][C:10]([C:12]3[S:13][CH:14]=[CH:15][CH:16]=3)=[N:11][C:7]=2[C:6]([C:17]([OH:19])=O)=[CH:5][CH:4]=1.[CH3:20][O:21][C:22]1[CH:23]=[C:24]([CH2:30][NH2:31])[CH:25]=[CH:26][C:27]=1[O:28][CH3:29], predict the reaction product. The product is: [CH3:20][O:21][C:22]1[CH:23]=[C:24]([CH:25]=[CH:26][C:27]=1[O:28][CH3:29])[CH2:30][NH:31][C:17]([C:6]1[C:7]2[N:11]=[C:10]([C:12]3[S:13][CH:14]=[CH:15][CH:16]=3)[NH:9][C:8]=2[C:3]([O:2][CH3:1])=[CH:4][CH:5]=1)=[O:19]. (7) Given the reactants Cl[C:2]1[N:7]=[C:6]([N:8]2[C@@H:12]([CH:13]([CH3:15])[CH3:14])[CH2:11][O:10][C:9]2=[O:16])[CH:5]=[CH:4][N:3]=1.Cl.C[NH:19][CH2:20][C:21]#[CH:22].[CH:23](N(C(C)C)CC)(C)C, predict the reaction product. The product is: [CH:13]([C@H:12]1[CH2:11][O:10][C:9](=[O:16])[N:8]1[C:6]1[CH:5]=[CH:4][N:3]=[C:2]([NH:19][C@@H:20]([CH3:23])[C:21]#[CH:22])[N:7]=1)([CH3:15])[CH3:14]. (8) The product is: [CH:6]([C:5]1[CH:4]=[C:3]([CH3:11])[C:2]([O:1][CH2:19][C:20]([OH:22])=[O:21])=[C:9]([CH3:10])[CH:8]=1)=[O:7]. Given the reactants [OH:1][C:2]1[C:9]([CH3:10])=[CH:8][C:5]([CH:6]=[O:7])=[CH:4][C:3]=1[CH3:11].C(=O)([O-])[O-].[K+].[K+].Br[CH2:19][C:20]([O:22]C)=[O:21], predict the reaction product.